This data is from Reaction yield outcomes from USPTO patents with 853,638 reactions. The task is: Predict the reaction yield, written as a fraction of the theoretical maximum amount of product (1.0 means a 100% yield; for example, 0.34 means a 34% yield). (1) The reactants are [CH2:1]([OH:8])[CH2:2][CH2:3][CH2:4][CH2:5][CH2:6][OH:7].[CH3:9][C:10](C)([O-])[CH3:11].[K+].ICCC.O. The catalyst is ClCCl. The product is [CH2:9]([O:7][CH2:6][CH2:5][CH2:4][CH2:3][CH2:2][CH2:1][OH:8])[CH2:10][CH3:11]. The yield is 0.250. (2) The reactants are [CH2:1]([NH:8][C:9]1[N:14]2[N:15]=[CH:16][C:17]([Br:18])=[C:13]2[N:12]=[CH:11][C:10]=1[C:19]([OH:21])=O)[C:2]1[CH:7]=[CH:6][CH:5]=[CH:4][CH:3]=1.Cl.[CH3:23][C:24]1[CH:25]=[C:26]([CH:30]2[CH2:35][CH2:34][NH:33][CH2:32][CH2:31]2)[CH:27]=[CH:28][CH:29]=1. No catalyst specified. The product is [CH2:1]([NH:8][C:9]1[N:14]2[N:15]=[CH:16][C:17]([Br:18])=[C:13]2[N:12]=[CH:11][C:10]=1[C:19]([N:33]1[CH2:34][CH2:35][CH:30]([C:26]2[CH:27]=[CH:28][CH:29]=[C:24]([CH3:23])[CH:25]=2)[CH2:31][CH2:32]1)=[O:21])[C:2]1[CH:3]=[CH:4][CH:5]=[CH:6][CH:7]=1. The yield is 0.770. (3) The reactants are [CH3:1][O:2][C:3]1[CH:8]=[CH:7][CH:6]=[C:5]([O:9][CH3:10])[C:4]=1[OH:11].F[C:13]1[CH:18]=[CH:17][CH:16]=[CH:15][C:14]=1[N+:19]([O-:21])=[O:20].[CH3:22][O:23][C:24]1[CH:37]=[CH:36][CH:35]=[C:34]([O:38][CH3:39])[C:25]=1[O:26][C:27]1[CH:33]=[CH:32][CH:31]=[CH:30][C:28]=1[NH2:29].[NH2:40][C:41]1[S:42][CH:43]=[CH:44][N:45]=1. No catalyst specified. The yield is 0.630. The product is [CH3:10][O:9][C:5]1[CH:6]=[CH:7][CH:8]=[C:3]([O:2][CH3:1])[C:4]=1[O:11][C:13]1[CH:18]=[CH:17][CH:16]=[CH:15][C:14]=1[N+:19]([O-:21])=[O:20].[CH3:39][O:38][C:34]1[CH:35]=[CH:36][CH:37]=[C:24]([O:23][CH3:22])[C:25]=1[O:26][C:27]1[CH:33]=[CH:32][CH:31]=[CH:30][C:28]=1[NH:29][C:4]([NH:40][C:41]1[S:42][CH:43]=[CH:44][N:45]=1)=[O:11]. (4) The catalyst is CN(C=O)C. The yield is 0.960. The product is [C:1]1([C:7]2[N:8]=[C:9]([C:12]3[C:16]([C:17]([NH:34][CH:31]4[CH2:32][CH2:33][O:28][CH2:29][CH2:30]4)=[O:18])=[CH:15][N:14]([CH2:20][O:21][CH2:22][CH2:23][Si:24]([CH3:25])([CH3:27])[CH3:26])[N:13]=3)[S:10][CH:11]=2)[CH:2]=[CH:3][CH:4]=[CH:5][CH:6]=1. The reactants are [C:1]1([C:7]2[N:8]=[C:9]([C:12]3[C:16]([C:17](O)=[O:18])=[CH:15][N:14]([CH2:20][O:21][CH2:22][CH2:23][Si:24]([CH3:27])([CH3:26])[CH3:25])[N:13]=3)[S:10][CH:11]=2)[CH:6]=[CH:5][CH:4]=[CH:3][CH:2]=1.[O:28]1[CH2:33][CH2:32][CH:31]([NH2:34])[CH2:30][CH2:29]1.CN(C(ON1N=NC2C=CC=NC1=2)=[N+](C)C)C.F[P-](F)(F)(F)(F)F.CCN(C(C)C)C(C)C. (5) The reactants are C([O:8][C:9]1[CH:18]=[C:17]2[C:12]([C:13]([O:19][C:20]3[CH:25]=[CH:24][C:23]([NH:26][C:27]([NH:29][C:30]4[CH:35]=[CH:34][C:33]([F:36])=[CH:32][CH:31]=4)=[O:28])=[CH:22][CH:21]=3)=[CH:14][CH:15]=[N:16]2)=[CH:11][C:10]=1[C:37]#[N:38])C1C=CC=CC=1.C1(SC)C=CC=CC=1. The catalyst is FC(F)(F)C(O)=O. The product is [C:37]([C:10]1[CH:11]=[C:12]2[C:17](=[CH:18][C:9]=1[OH:8])[N:16]=[CH:15][CH:14]=[C:13]2[O:19][C:20]1[CH:21]=[CH:22][C:23]([NH:26][C:27]([NH:29][C:30]2[CH:31]=[CH:32][C:33]([F:36])=[CH:34][CH:35]=2)=[O:28])=[CH:24][CH:25]=1)#[N:38]. The yield is 0.948. (6) The reactants are Cl.[NH2:2][OH:3].C([O-])(=O)C.[Na+].[CH2:9]1[C:13]2[C:14]3[CH2:20][CH2:19][CH2:18][CH2:17][C:15]=3[S:16][C:12]=2[C:11](=O)[CH2:10]1. The catalyst is CO. The product is [CH2:9]1[C:13]2[C:14]3[CH2:20][CH2:19][CH2:18][CH2:17][C:15]=3[S:16][C:12]=2[C:11](=[N:2][OH:3])[CH2:10]1. The yield is 0.840. (7) The reactants are [O:1]=[C:2]1[CH2:10][CH2:9][CH2:8][C:7]2[NH:6][CH:5]=[C:4]([CH2:11][CH2:12][C:13]([OH:15])=O)[C:3]1=2.[C:16](N1C=CN=C1)([N:18]1C=CN=[CH:19]1)=O.CNC. The catalyst is ClCCl.O1CCCC1. The product is [CH3:16][N:18]([CH3:19])[C:13](=[O:15])[CH2:12][CH2:11][C:4]1[C:3]2[C:2](=[O:1])[CH2:10][CH2:9][CH2:8][C:7]=2[NH:6][CH:5]=1. The yield is 0.600. (8) The reactants are Cl.NO.[Br:4][C:5]1[CH:6]=[N:7][CH:8]=[CH:9][C:10]=1[CH2:11][O:12][C:13]1[CH:14]=[N:15][C:16]([N:19]2[CH2:24][CH2:23][N:22]([C:25]#[N:26])[CH2:21][C@H:20]2[CH3:27])=[N:17][CH:18]=1.C([N:30](C(C)C)C(C)C)C.N1C=CC=CC=1.[C:43](Cl)(=[O:47])[CH:44]([CH3:46])[CH3:45]. The catalyst is O1CCOCC1.C(OCC)(=O)C.O. The product is [Br:4][C:5]1[CH:6]=[N:7][CH:8]=[CH:9][C:10]=1[CH2:11][O:12][C:13]1[CH:14]=[N:15][C:16]([N:19]2[CH2:24][CH2:23][N:22]([C:25]3[N:30]=[C:43]([CH:44]([CH3:46])[CH3:45])[O:47][N:26]=3)[CH2:21][C@H:20]2[CH3:27])=[N:17][CH:18]=1. The yield is 0.570. (9) The reactants are Cl.[NH2:2][C@@H:3]([C:5]1[C:10]([F:11])=[CH:9][C:8]([NH:12][S:13]([CH3:16])(=[O:15])=[O:14])=[C:7]([CH3:17])[CH:6]=1)[CH3:4].[C:18]([C:21]1[CH:30]=[CH:29][C:28]2[CH2:27][CH:26]([C:31](O)=[O:32])[CH2:25][CH2:24][C:23]=2[N:22]=1)(=[O:20])[CH3:19].F[P-](F)(F)(F)(F)F.C[N+](C)=C(N(C)C)ON1C2N=CC=CC=2N=N1.CN1CCCC1=O.C(N(CC)C(C)C)(C)C. The catalyst is CCOC(C)=O. The product is [C:18]([C:21]1[CH:30]=[CH:29][C:28]2[CH2:27][CH:26]([C:31]([NH:2][C@@H:3]([C:5]3[CH:6]=[C:7]([CH3:17])[C:8]([NH:12][S:13]([CH3:16])(=[O:15])=[O:14])=[CH:9][C:10]=3[F:11])[CH3:4])=[O:32])[CH2:25][CH2:24][C:23]=2[N:22]=1)(=[O:20])[CH3:19]. The yield is 0.900. (10) The reactants are [Cl:1][C:2]1[CH:3]=[C:4]([CH2:8][NH:9][CH3:10])[CH:5]=[CH:6][CH:7]=1.[CH3:11][O:12][C:13]1[CH:18]=[CH:17][C:16]([C:19]2[CH:20]=[CH:21][C:22](=[O:29])[N:23]([CH2:25][C:26]([OH:28])=O)[CH:24]=2)=[CH:15][CH:14]=1.OC1C2N=NNC=2C=CC=1.CCN=C=NCCCN(C)C.Cl. The catalyst is C(Cl)Cl.CCOC(C)=O. The product is [Cl:1][C:2]1[CH:3]=[C:4]([CH:5]=[CH:6][CH:7]=1)[CH2:8][N:9]([CH3:10])[C:26](=[O:28])[CH2:25][N:23]1[CH:24]=[C:19]([C:16]2[CH:15]=[CH:14][C:13]([O:12][CH3:11])=[CH:18][CH:17]=2)[CH:20]=[CH:21][C:22]1=[O:29]. The yield is 0.570.